From a dataset of Forward reaction prediction with 1.9M reactions from USPTO patents (1976-2016). Predict the product of the given reaction. (1) Given the reactants [Cl:1][C:2]1[N:7]=[CH:6][C:5]([S:8](Cl)(=[O:10])=[O:9])=[CH:4][CH:3]=1.[CH3:12][NH:13][CH:14]1[CH2:19][CH2:18][S:17](=[O:21])(=[O:20])[CH2:16][CH2:15]1.CCN(C(C)C)C(C)C, predict the reaction product. The product is: [Cl:1][C:2]1[N:7]=[CH:6][C:5]([S:8]([N:13]([CH:14]2[CH2:19][CH2:18][S:17](=[O:21])(=[O:20])[CH2:16][CH2:15]2)[CH3:12])(=[O:10])=[O:9])=[CH:4][CH:3]=1. (2) Given the reactants [OH:1][C:2]1[CH:3]=[C:4]([C:8]2[C:17]3[C:12](=[C:13]([C:18]([F:21])([F:20])[F:19])[CH:14]=[CH:15][CH:16]=3)[N:11]=[CH:10][C:9]=2[C:22]([C:24]2[CH:29]=[CH:28][CH:27]=[CH:26][CH:25]=2)=[O:23])[CH:5]=[CH:6][CH:7]=1.Br[CH2:31][C:32]1[CH:33]=[CH:34][C:35]2[C:36]([CH:40]=1)=[N:37][O:38][N:39]=2, predict the reaction product. The product is: [N:39]1[O:38][N:37]=[C:36]2[CH:40]=[C:32]([CH2:31][O:1][C:2]3[CH:3]=[C:4]([C:8]4[C:17]5[C:12](=[C:13]([C:18]([F:21])([F:19])[F:20])[CH:14]=[CH:15][CH:16]=5)[N:11]=[CH:10][C:9]=4[C:22]([C:24]4[CH:25]=[CH:26][CH:27]=[CH:28][CH:29]=4)=[O:23])[CH:5]=[CH:6][CH:7]=3)[CH:33]=[CH:34][C:35]=12. (3) The product is: [CH3:24][C:21]([CH3:22])([CH3:23])[CH2:20][C@H:19]([NH:25][C:26]([C:28]1[CH:37]=[CH:36][C:35]2[C:30](=[CH:31][CH:32]=[CH:33][CH:34]=2)[N:29]=1)=[O:27])[C:18](=[O:38])[NH:17][C@H:13]1[CH2:14][CH2:15][CH2:16][N:10]([S:7]([C:2]2[CH:3]=[CH:4][CH:5]=[CH:6][N:1]=2)(=[O:9])=[O:8])[CH2:11][C:12]1=[O:47]. Given the reactants [N:1]1[CH:6]=[CH:5][CH:4]=[CH:3][C:2]=1[S:7]([N:10]1[CH2:16][CH2:15][CH2:14][CH:13]([NH:17][C:18](=[O:38])[C@@H:19]([NH:25][C:26]([C:28]2[CH:37]=[CH:36][C:35]3[C:30](=[CH:31][CH:32]=[CH:33][CH:34]=3)[N:29]=2)=[O:27])[CH2:20][C:21]([CH3:24])([CH3:23])[CH3:22])[C:12](=NNC(O)=O)[CH2:11]1)(=[O:9])=[O:8].FC(F)(F)C(O)=[O:47].C(=O)C.FC(F)(F)CO, predict the reaction product.